Dataset: Experimentally validated miRNA-target interactions with 360,000+ pairs, plus equal number of negative samples. Task: Binary Classification. Given a miRNA mature sequence and a target amino acid sequence, predict their likelihood of interaction. The miRNA is hsa-miR-4733-3p with sequence CCACCAGGUCUAGCAUUGGGAU. The protein sequence of the target gene is MDAQCSAKVNARKRRKEAPGPNGATEEDGVPSKVQRCAVGLRQPAPFSDEIEVDFSKPYVRVTMEEASRGTPCERPVRVYADGIFDLFHSGHARALMQAKNLFPNTYLIVGVCSDELTHNFKGFTVMNENERYDAVQHCRYVDEVVRNAPWTLTPEFLAEHRIDFVAHDDIPYSSAGSDDVYKHIKEAGMFAPTQRTEGISTSDIITRIVRDYDVYARRNLQRGYTAKELNVSFINEKKYHLQERVDKVKKKVKDVEEKSKEFVQKVEEKSIDLIQKWEEKSREFIGSFLEMFGPEGALK.... Result: 0 (no interaction).